From a dataset of Forward reaction prediction with 1.9M reactions from USPTO patents (1976-2016). Predict the product of the given reaction. (1) Given the reactants [Br:1][C:2]1[C:3]([C:10]([C:12]2[CH:17]=[CH:16][CH:15]=[CH:14][CH:13]=2)=[O:11])=[CH:4][C:5]([O:8]C)=[N:6][CH:7]=1.Cl.N1C=CC=CC=1, predict the reaction product. The product is: [C:10]([C:3]1[C:2]([Br:1])=[CH:7][NH:6][C:5](=[O:8])[CH:4]=1)(=[O:11])[C:12]1[CH:17]=[CH:16][CH:15]=[CH:14][CH:13]=1. (2) Given the reactants FC(F)(F)C(O)=O.[Cl:8][C:9]1[CH:10]=[CH:11][C:12]([N+:46]([O-:48])=[O:47])=[C:13]([C:15]2[CH:20]=[CH:19][N:18]([CH:21]([CH2:38][C:39]3[CH:44]=[CH:43][CH:42]=[CH:41][CH:40]=3)[C:22]([NH:24][C:25]3[CH:37]=[CH:36][C:28]([C:29]([O:31]C(C)(C)C)=[O:30])=[CH:27][CH:26]=3)=[O:23])[C:17](=[O:45])[CH:16]=2)[CH:14]=1, predict the reaction product. The product is: [Cl:8][C:9]1[CH:10]=[CH:11][C:12]([N+:46]([O-:48])=[O:47])=[C:13]([C:15]2[CH:20]=[CH:19][N:18]([CH:21]([CH2:38][C:39]3[CH:40]=[CH:41][CH:42]=[CH:43][CH:44]=3)[C:22]([NH:24][C:25]3[CH:37]=[CH:36][C:28]([C:29]([OH:31])=[O:30])=[CH:27][CH:26]=3)=[O:23])[C:17](=[O:45])[CH:16]=2)[CH:14]=1. (3) Given the reactants [CH3:1][CH:2]([N:4]1[CH2:13][CH2:12][C:11]2[C:6](=[CH:7][C:8]([N+:16]([O-])=O)=[C:9]([O:14][CH3:15])[CH:10]=2)[CH2:5]1)[CH3:3].[H][H], predict the reaction product. The product is: [CH3:3][CH:2]([N:4]1[CH2:13][CH2:12][C:11]2[C:6](=[CH:7][C:8]([NH2:16])=[C:9]([O:14][CH3:15])[CH:10]=2)[CH2:5]1)[CH3:1].